This data is from Peptide-MHC class I binding affinity with 185,985 pairs from IEDB/IMGT. The task is: Regression. Given a peptide amino acid sequence and an MHC pseudo amino acid sequence, predict their binding affinity value. This is MHC class I binding data. (1) The peptide sequence is YAGTIKESLL. The MHC is HLA-A02:03 with pseudo-sequence HLA-A02:03. The binding affinity (normalized) is 0.233. (2) The peptide sequence is STISWMMKL. The binding affinity (normalized) is 0.630. The MHC is HLA-A02:01 with pseudo-sequence HLA-A02:01. (3) The peptide sequence is DTWHGFKNM. The MHC is HLA-A02:50 with pseudo-sequence HLA-A02:50. The binding affinity (normalized) is 0.0847. (4) The peptide sequence is AAVDLSHFL. The MHC is HLA-B07:02 with pseudo-sequence HLA-B07:02. The binding affinity (normalized) is 0.